Dataset: Full USPTO retrosynthesis dataset with 1.9M reactions from patents (1976-2016). Task: Predict the reactants needed to synthesize the given product. (1) Given the product [C:25]([C:7]1([C:10]2[C:18]3[C:17]4[CH:19]=[CH:20][CH:21]=[CH:22][C:16]=4[O:15][C:14]=3[C:13]([O:23][CH3:24])=[CH:12][CH:11]=2)[CH2:8][CH2:9][CH:4]([C:2]([OH:3])=[O:30])[CH2:5][CH2:6]1)#[N:26], predict the reactants needed to synthesize it. The reactants are: Cl[C:2]1(C(O)=O)[C:4]2([CH2:9][CH2:8][C:7]([C:25]#[N:26])([C:10]3[C:18]4[C:17]5[CH:19]=[CH:20][CH:21]=[CH:22][C:16]=5[O:15][C:14]=4[C:13]([O:23][CH3:24])=[CH:12][CH:11]=3)[CH2:6][CH2:5]2)[O:3]1.[OH2:30]. (2) Given the product [CH3:7][O:8][C:9]1[CH:10]=[C:11]2[C:15](=[CH:16][CH:17]=1)[N:14]([CH3:18])[C:13](=[O:19])[C:12]2([O:20][C:27]1[CH:32]=[CH:31][CH:30]=[CH:29][CH:28]=1)[C:2]1[CH:3]=[CH:4][CH:5]=[CH:6][N:1]=1, predict the reactants needed to synthesize it. The reactants are: [N:1]1[CH:6]=[CH:5][CH:4]=[CH:3][CH:2]=1.[CH3:7][O:8][C:9]1[CH:10]=[C:11]2[C:15](=[CH:16][CH:17]=1)[N:14]([CH3:18])[C:13](=[O:19])[C:12]2=[O:20].FC(F)(F)S(O[C:27]1[CH:32]=[CH:31][CH:30]=[CH:29][C:28]=1[Si](C)(C)C)(=O)=O.[F-].[K+].O1CCOCCOCCOCCOCCOCC1.